This data is from NCI-60 drug combinations with 297,098 pairs across 59 cell lines. The task is: Regression. Given two drug SMILES strings and cell line genomic features, predict the synergy score measuring deviation from expected non-interaction effect. (1) Drug 1: CNC(=O)C1=NC=CC(=C1)OC2=CC=C(C=C2)NC(=O)NC3=CC(=C(C=C3)Cl)C(F)(F)F. Drug 2: N.N.Cl[Pt+2]Cl. Cell line: SN12C. Synergy scores: CSS=31.6, Synergy_ZIP=-0.0881, Synergy_Bliss=0.911, Synergy_Loewe=-28.2, Synergy_HSA=-9.99. (2) Drug 1: C1CCC(C1)C(CC#N)N2C=C(C=N2)C3=C4C=CNC4=NC=N3. Drug 2: COCCOC1=C(C=C2C(=C1)C(=NC=N2)NC3=CC=CC(=C3)C#C)OCCOC.Cl. Cell line: CAKI-1. Synergy scores: CSS=31.4, Synergy_ZIP=-3.81, Synergy_Bliss=1.32, Synergy_Loewe=5.29, Synergy_HSA=6.37. (3) Drug 1: C1=CN(C(=O)N=C1N)C2C(C(C(O2)CO)O)O.Cl. Drug 2: CN1C(=O)N2C=NC(=C2N=N1)C(=O)N. Cell line: SR. Synergy scores: CSS=75.5, Synergy_ZIP=2.71, Synergy_Bliss=4.50, Synergy_Loewe=-21.4, Synergy_HSA=7.04.